Dataset: HIV replication inhibition screening data with 41,000+ compounds from the AIDS Antiviral Screen. Task: Binary Classification. Given a drug SMILES string, predict its activity (active/inactive) in a high-throughput screening assay against a specified biological target. (1) The result is 0 (inactive). The compound is [O+]#C[Fe+]12(C#[O+])(C#[O+])[P-]3(N(C4CCCCC4)C4CCCCC4)P(N(C4CCCCC4)C4CCCCC4)[P-]1(N(C1CCCCC1)C1CCCCC1)[Fe+]32(C#[O+])(C#[O+])C#[O+]. (2) The compound is CC(C=C(C#N)C#N)=Cc1ccc(F)cc1. The result is 0 (inactive).